This data is from Full USPTO retrosynthesis dataset with 1.9M reactions from patents (1976-2016). The task is: Predict the reactants needed to synthesize the given product. (1) Given the product [CH:25]([O:27][CH2:28][CH2:29][O:30][NH:31][C:21]([C:12]1[N:13]([CH3:20])[C:14]2[CH:19]=[CH:18][N:17]=[CH:16][C:15]=2[C:11]=1[NH:10][C:7]1[CH:8]=[CH:9][C:4]([CH:1]2[CH2:3][CH2:2]2)=[CH:5][C:6]=1[F:24])=[O:23])=[CH2:26], predict the reactants needed to synthesize it. The reactants are: [CH:1]1([C:4]2[CH:9]=[CH:8][C:7]([NH:10][C:11]3[C:15]4[CH:16]=[N:17][CH:18]=[CH:19][C:14]=4[N:13]([CH3:20])[C:12]=3[C:21]([OH:23])=O)=[C:6]([F:24])[CH:5]=2)[CH2:3][CH2:2]1.[CH:25]([O:27][CH2:28][CH2:29][O:30][NH2:31])=[CH2:26].CN(C(ON1N=NC2C=CC=NC1=2)=[N+](C)C)C.F[P-](F)(F)(F)(F)F.CCN(C(C)C)C(C)C. (2) Given the product [F:23][CH2:22][CH2:21][CH2:20][C:4]([CH2:3][C:2]([F:18])([F:1])[C:9]([F:16])([F:17])[C:10]([F:14])([F:15])[CH:11]([F:13])[F:12])([C:7]#[N:8])[C:5]#[N:6], predict the reactants needed to synthesize it. The reactants are: [F:1][C:2]([F:18])([C:9]([F:17])([F:16])[C:10]([F:15])([F:14])[CH:11]([F:13])[F:12])[CH2:3][CH:4]([C:7]#[N:8])[C:5]#[N:6].Br[CH2:20][CH2:21][CH2:22][F:23].C(=O)([O-])[O-].[K+].[K+].Cl. (3) The reactants are: [CH3:1][O:2][C:3](=[O:11])[C:4]1[CH:9]=[CH:8][C:7](Br)=[CH:6][CH:5]=1.[CH3:12][CH:13]([OH:16])[CH:14]=[CH2:15].C1(P(C2C=CC=CC=2)C2C=CC=CC=2)C=CC=CC=1.CCCCCC. Given the product [CH3:1][O:2][C:3](=[O:11])[C:4]1[CH:9]=[CH:8][C:7]([CH2:15][CH2:14][C:13](=[O:16])[CH3:12])=[CH:6][CH:5]=1, predict the reactants needed to synthesize it. (4) Given the product [Cl:1][C:2]1[CH:3]=[C:4]([CH2:11][CH2:12][NH:13][C:14](=[O:17])[CH2:15][CH3:16])[CH:5]=[C:6]([CH:9]=[O:10])[C:7]=1[Cl:8], predict the reactants needed to synthesize it. The reactants are: [Cl:1][C:2]1[CH:3]=[C:4]([CH2:11][CH2:12][NH:13][C:14](=[O:17])[CH2:15][CH3:16])[CH:5]=[C:6]([CH2:9][OH:10])[C:7]=1[Cl:8].C(=O)(O)[O-].[Na+]. (5) Given the product [Cl:35][C:15]1[C:16]2[N:17]=[CH:18][C:9]([C:4]3[C:3]([C:2]([F:24])([F:23])[F:1])=[CH:8][CH:7]=[CH:6][N:5]=3)=[CH:10][C:11]=2[N:12]=[C:13]([CH2:20][O:21][CH3:22])[N:14]=1, predict the reactants needed to synthesize it. The reactants are: [F:1][C:2]([F:24])([F:23])[C:3]1[C:4]([C:9]2[CH:18]=[N:17][C:16]3[C:15](=O)[NH:14][C:13]([CH2:20][O:21][CH3:22])=[N:12][C:11]=3[CH:10]=2)=[N:5][CH:6]=[CH:7][CH:8]=1.N1C(C)=CC=CC=1C.P(Cl)(Cl)([Cl:35])=O. (6) Given the product [CH2:1]([N:8]1[C@H:13]([CH2:14][CH2:15][O:16][Si:17]([C:20]([CH3:21])([CH3:23])[CH3:22])([CH3:18])[CH3:19])[CH2:12][O:11][C:10]([CH3:26])([CH3:24])[C:9]1=[O:25])[C:2]1[CH:7]=[CH:6][CH:5]=[CH:4][CH:3]=1, predict the reactants needed to synthesize it. The reactants are: [CH2:1]([N:8]1[C@H:13]([CH2:14][CH2:15][O:16][Si:17]([C:20]([CH3:23])([CH3:22])[CH3:21])([CH3:19])[CH3:18])[CH2:12][O:11][CH:10]([CH3:24])[C:9]1=[O:25])[C:2]1[CH:7]=[CH:6][CH:5]=[CH:4][CH:3]=1.[CH:26]([N-]C(C)C)(C)C.[Li+].IC.[Cl-].[NH4+].